Dataset: Forward reaction prediction with 1.9M reactions from USPTO patents (1976-2016). Task: Predict the product of the given reaction. Given the reactants [O:1]=[S:2]1(=[O:36])[C:8]2[CH:9]=[C:10]([O:15][CH2:16][C:17]([O:19]CC)=[O:18])[C:11]([S:13][CH3:14])=[CH:12][C:7]=2[N:6]([C:22]2[CH:27]=[CH:26][CH:25]=[CH:24][CH:23]=2)[CH2:5][C:4]([CH2:32][CH2:33][CH2:34][CH3:35])([CH2:28][CH2:29][CH2:30][CH3:31])[NH:3]1.[OH-].[Na+], predict the reaction product. The product is: [O:36]=[S:2]1(=[O:1])[C:8]2[CH:9]=[C:10]([O:15][CH2:16][C:17]([OH:19])=[O:18])[C:11]([S:13][CH3:14])=[CH:12][C:7]=2[N:6]([C:22]2[CH:23]=[CH:24][CH:25]=[CH:26][CH:27]=2)[CH2:5][C:4]([CH2:32][CH2:33][CH2:34][CH3:35])([CH2:28][CH2:29][CH2:30][CH3:31])[NH:3]1.